This data is from Reaction yield outcomes from USPTO patents with 853,638 reactions. The task is: Predict the reaction yield, written as a fraction of the theoretical maximum amount of product (1.0 means a 100% yield; for example, 0.34 means a 34% yield). (1) The reactants are [Cl:1][C:2]1[N:7]=[C:6]([CH2:8][C:9]([C:11]2[CH:12]=[C:13]([CH:25]=[CH:26][CH:27]=2)[C:14]([NH:16][C:17]2[C:22]([F:23])=[CH:21][CH:20]=[CH:19][C:18]=2[F:24])=[O:15])=O)[CH:5]=[CH:4][N:3]=1.C1C(=O)N(Br)C(=O)C1.[NH2:36][C:37]([NH2:39])=[S:38]. The catalyst is C(Cl)Cl. The product is [NH2:39][C:37]1[S:38][C:8]([C:6]2[CH:5]=[CH:4][N:3]=[C:2]([Cl:1])[N:7]=2)=[C:9]([C:11]2[CH:12]=[C:13]([CH:25]=[CH:26][CH:27]=2)[C:14]([NH:16][C:17]2[C:22]([F:23])=[CH:21][CH:20]=[CH:19][C:18]=2[F:24])=[O:15])[N:36]=1. The yield is 0.770. (2) The reactants are Br[C:2]1[CH:3]=[CH:4][C:5]([F:15])=[C:6]([S:8][CH:9]2[CH2:14][CH2:13][CH2:12][O:11][CH2:10]2)[CH:7]=1.[C:16](=[O:19])([O-])[O-].[Na+].[Na+].CC1(C)C2C(=C(P(C3C=CC=CC=3)C3C=CC=CC=3)C=CC=2)OC2C(P(C3C=CC=CC=3)C3C=CC=CC=3)=CC=CC1=2.[C]=O.[Cl:66][C:67]1[CH:68]=[C:69]([CH:71]=[CH:72][C:73]=1[F:74])[NH2:70]. The catalyst is CCOCC.C([O-])(=O)C.[Pd+2].C([O-])(=O)C.C1(C)C=CC=CC=1. The product is [Cl:66][C:67]1[CH:68]=[C:69]([NH:70][C:16](=[O:19])[C:2]2[CH:3]=[CH:4][C:5]([F:15])=[C:6]([S:8][CH:9]3[CH2:14][CH2:13][CH2:12][O:11][CH2:10]3)[CH:7]=2)[CH:71]=[CH:72][C:73]=1[F:74]. The yield is 0.460. (3) The reactants are Cl[C:2]1[C:11]2[N:12]=[CH:13][N:14]([CH2:15][CH:16]([CH3:18])[CH3:17])[C:10]=2[C:9]2[CH:8]=[CH:7][CH:6]=[CH:5][C:4]=2[N:3]=1.[NH2:19]C(N)=O.CS(C)=O.[OH-].[Na+]. The catalyst is O. The product is [CH3:17][CH:16]([CH2:15][N:14]1[C:10]2[C:9]3[CH:8]=[CH:7][CH:6]=[CH:5][C:4]=3[N:3]=[C:2]([NH2:19])[C:11]=2[N:12]=[CH:13]1)[CH3:18]. The yield is 0.848. (4) The reactants are [N:1]1[CH:6]=[CH:5][CH:4]=[CH:3][C:2]=1[C:7]1[N:11]=[C:10]([C:12]2[CH:17]=[C:16]([O:18][CH3:19])[CH:15]=[C:14]([C:20]([O:22]C)=[O:21])[CH:13]=2)[O:9][N:8]=1.[OH-].[Na+]. The catalyst is CO.O1CCCC1. The product is [N:1]1[CH:6]=[CH:5][CH:4]=[CH:3][C:2]=1[C:7]1[N:11]=[C:10]([C:12]2[CH:17]=[C:16]([O:18][CH3:19])[CH:15]=[C:14]([C:20]([OH:22])=[O:21])[CH:13]=2)[O:9][N:8]=1. The yield is 0.720. (5) The reactants are Cl[O-].[Na+].C(=O)(O)[O-].[Na+].[CH2:9]([O:16][CH2:17][CH:18]([OH:28])[CH2:19][O:20][CH2:21][C:22]1[CH:27]=[CH:26][CH:25]=[CH:24][CH:23]=1)[C:10]1[CH:15]=[CH:14][CH:13]=[CH:12][CH:11]=1.CC1(C)N([O])C(C)(C)CCC1. The catalyst is C1(C)C=CC=CC=1. The product is [CH2:9]([O:16][CH2:17][C:18](=[O:28])[CH2:19][O:20][CH2:21][C:22]1[CH:27]=[CH:26][CH:25]=[CH:24][CH:23]=1)[C:10]1[CH:11]=[CH:12][CH:13]=[CH:14][CH:15]=1. The yield is 0.887. (6) The reactants are C[O:2][C:3]1[CH:4]=[C:5]([C:9]2[C:14]([O:15]C)=[CH:13][CH:12]=[C:11]([C:17]([NH:19][C:20]3[CH:25]=[CH:24][C:23]([C:26]4[CH:31]=[CH:30][C:29]([O:32][CH:33]5[CH2:38][CH2:37][N:36]([CH3:39])[CH2:35][CH2:34]5)=[CH:28][CH:27]=4)=[CH:22][CH:21]=3)=[O:18])[CH:10]=2)[CH:6]=[CH:7][CH:8]=1.[CH2:40](N(CC)CC)C.[CH3:47][OH:48]. No catalyst specified. The product is [C:47]([O:2][C:3]1[CH:4]=[C:5]([C:9]2[CH:10]=[C:11]([C:17](=[O:18])[NH:19][C:20]3[CH:21]=[CH:22][C:23]([C:26]4[CH:31]=[CH:30][C:29]([O:32][CH:33]5[CH2:34][CH2:35][N:36]([CH3:39])[CH2:37][CH2:38]5)=[CH:28][CH:27]=4)=[CH:24][CH:25]=3)[CH:12]=[CH:13][C:14]=2[OH:15])[CH:6]=[CH:7][CH:8]=1)(=[O:48])[CH3:40]. The yield is 0.490. (7) The reactants are [Br:1][CH2:2][CH2:3]Br.[Br:5][C:6]1[CH:11]=[CH:10][CH:9]=[C:8]([Br:12])[C:7]=1[OH:13].[OH-].[Na+]. The yield is 0.690. The product is [Br:5][C:6]1[CH:11]=[CH:10][CH:9]=[C:8]([Br:12])[C:7]=1[O:13][CH2:3][CH2:2][Br:1]. The catalyst is O. (8) The catalyst is CS(C)=O.C(OCC)(=O)C.[Cu](I)I. The yield is 0.440. The reactants are Br[C:2]1[C:3]([CH2:8][CH:9]2[C:17]3[C:12](=[CH:13][CH:14]=[CH:15][CH:16]=3)[C:11]3([C:29]4[C:20](=[CH:21][C:22]5[O:27][CH2:26][CH2:25][O:24][C:23]=5[CH:28]=4)[O:19][CH2:18]3)[C:10]2=[O:30])=[N:4][CH:5]=[CH:6][CH:7]=1.[CH3:31][S:32]([O-])(=[O:34])=[O:33].[Na+].[Na].N1CCC[C@H]1C(O)=O. The product is [CH3:31][S:32]([C:2]1[C:3]([CH2:8][CH:9]2[C:17]3[C:12](=[CH:13][CH:14]=[CH:15][CH:16]=3)[C:11]3([C:29]4[C:20](=[CH:21][C:22]5[O:27][CH2:26][CH2:25][O:24][C:23]=5[CH:28]=4)[O:19][CH2:18]3)[C:10]2=[O:30])=[N:4][CH:5]=[CH:6][CH:7]=1)(=[O:34])=[O:33]. (9) The reactants are Cl[C:2]([C@@H:4]1[CH2:10][CH:9]2[CH:7]([CH2:8]2)[CH2:6][C@H:5]1[C:11]([O:13][CH3:14])=[O:12])=[O:3].[CH3:15][Si](C=[N+]=[N-])(C)C.[ClH:22]. The catalyst is C1COCC1.C(#N)C. The product is [Cl:22][CH2:15][C:2]([C@@H:4]1[CH2:10][CH:9]2[CH:7]([CH2:8]2)[CH2:6][C@H:5]1[C:11]([O:13][CH3:14])=[O:12])=[O:3]. The yield is 0.830. (10) The reactants are C(OC(=O)[NH:7][CH2:8][C:9]1[CH:10]=[N:11][C:12]([Cl:32])=[CH:13][C:14]=1[C:15]1[CH:20]=[CH:19][C:18]([Cl:21])=[CH:17][C:16]=1[C:22](=O)[C:23]1[C:28]([F:29])=[CH:27][CH:26]=[CH:25][C:24]=1[F:30])(C)(C)C.FC(F)(F)C(O)=O.O.C(=O)([O-])[O-].[Na+].[Na+]. The catalyst is C(Cl)Cl. The product is [Cl:32][C:12]1[N:11]=[CH:10][C:9]2[CH2:8][N:7]=[C:22]([C:23]3[C:28]([F:29])=[CH:27][CH:26]=[CH:25][C:24]=3[F:30])[C:16]3[CH:17]=[C:18]([Cl:21])[CH:19]=[CH:20][C:15]=3[C:14]=2[CH:13]=1. The yield is 0.860.